This data is from Catalyst prediction with 721,799 reactions and 888 catalyst types from USPTO. The task is: Predict which catalyst facilitates the given reaction. (1) Reactant: [CH3:1][C:2]1[N:3]=[C:4]2[S:21][CH:20]=[CH:19][N:5]2[C:6](=[O:18])[C:7]=1[C:8]1[CH:13]=[CH:12][C:11]([C:14]([F:17])([F:16])[F:15])=[CH:10][CH:9]=1.[CH2:22]([O:26][C:27]1[C:34]([O:35][CH3:36])=[CH:33][CH:32]=[CH:31][C:28]=1[CH:29]=O)[CH:23]([CH3:25])[CH3:24].[O-]CC.[Na+]. Product: [CH2:22]([O:26][C:27]1[C:34]([O:35][CH3:36])=[CH:33][CH:32]=[CH:31][C:28]=1/[CH:29]=[CH:1]/[C:2]1[N:3]=[C:4]2[S:21][CH:20]=[CH:19][N:5]2[C:6](=[O:18])[C:7]=1[C:8]1[CH:13]=[CH:12][C:11]([C:14]([F:17])([F:15])[F:16])=[CH:10][CH:9]=1)[CH:23]([CH3:25])[CH3:24]. The catalyst class is: 8. (2) Reactant: [OH:1][C@H:2]1[CH2:6][N:5]([C:7]([O:9][C:10]([CH3:13])([CH3:12])[CH3:11])=[O:8])[C@H:4]([C:14]([OH:16])=[O:15])[CH2:3]1.[C:17](O[K])(C)(C)C.[Br:23][C:24]1[CH:33]=[C:32]2[C:27]([CH:28]=[CH:29][N:30]=[C:31]2Cl)=[CH:26][CH:25]=1.C[Si](C=[N+]=[N-])(C)C. The catalyst class is: 376. Product: [Br:23][C:24]1[CH:33]=[C:32]2[C:27]([CH:28]=[CH:29][N:30]=[C:31]2[O:1][C@H:2]2[CH2:6][N:5]([C:7]([O:9][C:10]([CH3:11])([CH3:12])[CH3:13])=[O:8])[C@H:4]([C:14]([O:16][CH3:17])=[O:15])[CH2:3]2)=[CH:26][CH:25]=1. (3) Reactant: C(N(CC)CC)C.[CH3:8][N:9]1[C:17]2[C:12](=[CH:13][CH:14]=[CH:15][CH:16]=2)[C:11]([CH:18]=[O:19])=[CH:10]1.[CH:20](=[N:27][C:28]1[CH:33]=[CH:32][CH:31]=[C:30]([O:34][CH3:35])[CH:29]=1)[C:21]1[CH:26]=[CH:25][CH:24]=[CH:23][CH:22]=1. Product: [CH3:35][O:34][C:30]1[CH:29]=[C:28]([NH:27][CH:20]([C:21]2[CH:26]=[CH:25][CH:24]=[CH:23][CH:22]=2)[C:18]([C:11]2[C:12]3[C:17](=[CH:16][CH:15]=[CH:14][CH:13]=3)[N:9]([CH3:8])[CH:10]=2)=[O:19])[CH:33]=[CH:32][CH:31]=1. The catalyst class is: 433. (4) Reactant: [Cl:1][C:2]1[CH:7]=[C:6]([CH2:8][OH:9])[CH:5]=[CH:4][N:3]=1.[NH2:10][C@@H:11]1[CH2:16][CH2:15][C@H:14]([NH:17][C:18](=[O:27])[C:19]2[CH:24]=[CH:23][C:22]([F:25])=[C:21]([Cl:26])[CH:20]=2)[CH2:13][CH2:12]1.C(O)CCC.C([O-])(O)=O.[Na+]. Product: [ClH:1].[Cl:26][C:21]1[CH:20]=[C:19]([CH:24]=[CH:23][C:22]=1[F:25])[C:18]([NH:17][C@H:14]1[CH2:13][CH2:12][C@@H:11]([NH:10][C:2]2[CH:7]=[C:6]([CH2:8][OH:9])[CH:5]=[CH:4][N:3]=2)[CH2:16][CH2:15]1)=[O:27]. The catalyst class is: 22. (5) Reactant: [CH3:1][C:2]1[CH:7]=[CH:6][C:5]([OH:8])=[CH:4][C:3]=1[N+:9]([O-:11])=[O:10].C(=O)([O-])[O-:13].[K+].[K+].[CH3:18][C:19]1[CH:24]=[CH:23][C:22]([S:25](Cl)(=[O:27])=[O:26])=[CH:21][CH:20]=1. Product: [CH3:18][C:19]1[CH:24]=[CH:23][C:22]([S:25]([O:8][C:5]2[CH:6]=[CH:7][C:2]([CH:1]=[O:13])=[C:3]([N+:9]([O-:11])=[O:10])[CH:4]=2)(=[O:27])=[O:26])=[CH:21][CH:20]=1. The catalyst class is: 21. (6) Reactant: [F:1][C:2]([F:22])([F:21])[C:3]1[N:8]=[CH:7][C:6]([CH2:9][NH:10][C:11]2[C:12]3[CH2:20][NH:19][CH2:18][CH2:17][C:13]=3[N:14]=[CH:15][N:16]=2)=[CH:5][CH:4]=1.F[C:24]1[CH:31]=[CH:30][C:29]([F:32])=[CH:28][C:25]=1[C:26]#[N:27].C(#N)C.C(N(CC)C(C)C)(C)C. Product: [F:32][C:29]1[CH:30]=[CH:31][C:24]([N:19]2[CH2:18][CH2:17][C:13]3[N:14]=[CH:15][N:16]=[C:11]([NH:10][CH2:9][C:6]4[CH:7]=[N:8][C:3]([C:2]([F:21])([F:1])[F:22])=[CH:4][CH:5]=4)[C:12]=3[CH2:20]2)=[C:25]([CH:28]=1)[C:26]#[N:27]. The catalyst class is: 22. (7) Reactant: [NH2:1][C:2]1[CH:7]=[CH:6][CH:5]=[CH:4][C:3]=1[NH:8][C:9]1[N:14]=[CH:13][C:12]([CH2:15][C:16]([NH2:18])=[O:17])=[C:11]([NH:19][CH2:20][C:21]2[CH:26]=[C:25]([F:27])[CH:24]=[C:23]([F:28])[CH:22]=2)[CH:10]=1.[CH:29](OC)(OC)OC.O.C1(C)C=CC(S(O)(=O)=O)=CC=1. Product: [N:8]1([C:9]2[N:14]=[CH:13][C:12]([CH2:15][C:16]([NH2:18])=[O:17])=[C:11]([NH:19][CH2:20][C:21]3[CH:26]=[C:25]([F:27])[CH:24]=[C:23]([F:28])[CH:22]=3)[CH:10]=2)[C:3]2[CH:4]=[CH:5][CH:6]=[CH:7][C:2]=2[N:1]=[CH:29]1. The catalyst class is: 5.